Predict the product of the given reaction. From a dataset of Forward reaction prediction with 1.9M reactions from USPTO patents (1976-2016). (1) Given the reactants [H-].[Na+].[N+:3]([C:6]1[CH:14]=[C:13]2[C:9]([CH:10]=[CH:11][NH:12]2)=[CH:8][CH:7]=1)([O-:5])=[O:4].Br[CH2:16][C:17]([O:19][CH2:20][CH3:21])=[O:18], predict the reaction product. The product is: [N+:3]([C:6]1[CH:14]=[C:13]2[C:9]([CH:10]=[CH:11][N:12]2[CH2:16][C:17]([O:19][CH2:20][CH3:21])=[O:18])=[CH:8][CH:7]=1)([O-:5])=[O:4]. (2) Given the reactants [CH3:1][O:2][C:3]1[CH:4]=[C:5]2[C:10](=[CH:11][C:12]=1[O:13][CH3:14])[N:9]=[CH:8][CH:7]=[C:6]2[O:15][C:16]1[CH:22]=[CH:21][C:19]([NH2:20])=[C:18]([CH3:23])[C:17]=1[CH3:24].Cl[C:26](Cl)([O:28][C:29](=[O:35])OC(Cl)(Cl)Cl)Cl.[C:37]1(O)[CH:42]=[CH:41]C=[CH:39][CH:38]=1.C(=O)(O)[O-].[Na+], predict the reaction product. The product is: [CH3:1][O:2][C:3]1[CH:4]=[C:5]2[C:10](=[CH:11][C:12]=1[O:13][CH3:14])[N:9]=[CH:8][CH:7]=[C:6]2[O:15][C:16]1[CH:22]=[CH:21][C:19]([NH:20][C:29](=[O:35])[O:28][C:26]2[CH:41]=[CH:42][CH:37]=[CH:38][CH:39]=2)=[C:18]([CH3:23])[C:17]=1[CH3:24]. (3) The product is: [Cl:15][C:16]1[CH:24]=[CH:23][CH:22]=[C:21]([F:25])[C:17]=1[C:18]([C:3]1[C:4]2[C:5](=[C:6]([NH:10][C:11](=[O:14])[CH2:12][CH3:13])[N:7]=[CH:8][CH:9]=2)[NH:1][CH:2]=1)=[O:19]. Given the reactants [NH:1]1[C:5]2=[C:6]([NH:10][C:11](=[O:14])[CH2:12][CH3:13])[N:7]=[CH:8][CH:9]=[C:4]2[CH:3]=[CH:2]1.[Cl:15][C:16]1[CH:24]=[CH:23][CH:22]=[C:21]([F:25])[C:17]=1[C:18](Cl)=[O:19], predict the reaction product. (4) Given the reactants [B-](F)(F)(F)F.N#[O+].[NH2:8][C:9]1[C:14]([F:15])=[C:13]([C:16]2[CH:21]=[CH:20][C:19](N)=[CH:18][CH:17]=2)[N:12]=[C:11]([C:23]([O:25][CH3:26])=[O:24])[C:10]=1[CH:27]=[CH2:28].[I-:29].[Na+].S([O-])([O-])=O.[Na+].[Na+], predict the reaction product. The product is: [NH2:8][C:9]1[C:14]([F:15])=[C:13]([C:16]2[CH:21]=[CH:20][C:19]([I:29])=[CH:18][CH:17]=2)[N:12]=[C:11]([C:23]([O:25][CH3:26])=[O:24])[C:10]=1[CH:27]=[CH2:28]. (5) Given the reactants [NH2:1][C:2]1[CH:7]=[CH:6][CH:5]=[CH:4][CH:3]=1.I[CH2:9][CH2:10][CH2:11][CH2:12][CH2:13][CH3:14].C([O-])([O-])=O.[K+].[K+], predict the reaction product. The product is: [CH2:9]([N:1]([CH2:6][CH2:7][CH2:2][CH2:3][CH2:4][CH3:5])[C:2]1[CH:7]=[CH:6][CH:5]=[CH:4][CH:3]=1)[CH2:10][CH2:11][CH2:12][CH2:13][CH3:14]. (6) Given the reactants C(OC([NH:8][C:9](=[NH:47])[C:10]1[S:14][C:13]([S:15][CH3:16])=[C:12]([S:17]([C:20]2[CH:21]=[C:22]([C:26]3[C:31]([CH3:32])=[CH:30][CH:29]=[CH:28][C:27]=3[NH:33][C:34](=[O:46])[NH:35][CH2:36][CH2:37][NH:38][C:39](=[O:45])[NH:40][CH2:41][C:42]([OH:44])=[O:43])[CH:23]=[CH:24][CH:25]=2)(=[O:19])=[O:18])[CH:11]=1)=O)(C)(C)C.[F:48][C:49]([F:54])([F:53])[C:50]([OH:52])=[O:51], predict the reaction product. The product is: [F:48][C:49]([F:54])([F:53])[C:50]([OH:52])=[O:51].[C:9]([C:10]1[S:14][C:13]([S:15][CH3:16])=[C:12]([S:17]([C:20]2[CH:21]=[C:22]([C:26]3[C:31]([CH3:32])=[CH:30][CH:29]=[CH:28][C:27]=3[NH:33][C:34](=[O:46])[NH:35][CH2:36][CH2:37][NH:38][C:39](=[O:45])[NH:40][CH2:41][C:42]([OH:44])=[O:43])[CH:23]=[CH:24][CH:25]=2)(=[O:19])=[O:18])[CH:11]=1)(=[NH:8])[NH2:47]. (7) Given the reactants [CH2:1]([O:8][CH2:9][CH2:10][CH2:11][C@H:12]([C:21]1[C:25]2[CH2:26][CH2:27][CH2:28][CH:29]([CH2:30][CH2:31][CH:32]([CH3:34])[CH3:33])[C:24]=2[O:23][N:22]=1)[CH2:13][C:14]([O:16]C(C)(C)C)=[O:15])[C:2]1[CH:7]=[CH:6][CH:5]=[CH:4][CH:3]=1.C(Cl)(Cl)Cl.FC(F)(F)C(O)=O, predict the reaction product. The product is: [CH2:1]([O:8][CH2:9][CH2:10][CH2:11][C@H:12]([C:21]1[C:25]2[CH2:26][CH2:27][CH2:28][CH:29]([CH2:30][CH2:31][CH:32]([CH3:34])[CH3:33])[C:24]=2[O:23][N:22]=1)[CH2:13][C:14]([OH:16])=[O:15])[C:2]1[CH:3]=[CH:4][CH:5]=[CH:6][CH:7]=1. (8) Given the reactants C([O:8][C:9]1[CH:10]=[C:11](/[CH:23]=[CH:24]/[C:25]([OH:27])=O)[CH:12]=[CH:13][C:14]=1[N:15]1[CH2:19][C:18](=[O:20])[NH:17][S:16]1(=[O:22])=[O:21])C1C=CC=CC=1.C([O:35][C:36]1[C:37]([S:48]([CH3:50])=[O:49])=[C:38]([CH:45]=[CH:46][CH:47]=1)[O:39][CH2:40][CH2:41][CH2:42][CH2:43][NH2:44])C1C=CC=CC=1, predict the reaction product. The product is: [OH:35][C:36]1[C:37]([S:48]([CH3:50])=[O:49])=[C:38]([CH:45]=[CH:46][CH:47]=1)[O:39][CH2:40][CH2:41][CH2:42][CH2:43][NH:44][C:25](=[O:27])[CH2:24][CH2:23][C:11]1[CH:12]=[CH:13][C:14]([N:15]2[CH2:19][C:18](=[O:20])[NH:17][S:16]2(=[O:21])=[O:22])=[C:9]([OH:8])[CH:10]=1. (9) Given the reactants CS(O[C:6]1[CH:11]=[CH:10][CH:9]=[C:8]([C:12]2[S:13][C:14]3[CH:22]=[CH:21][CH:20]=[CH:19][C:15]=3[C:16](=[O:18])[N:17]=2)[N:7]=1)(=O)=O.[CH2:23]([N:25]([CH2:28][CH3:29])[CH2:26][CH3:27])C.[C:30]1([CH:36]2CCNCC2)[CH:35]=[CH:34][CH:33]=[CH:32][CH:31]=1.C(OCC)(=O)C, predict the reaction product. The product is: [C:30]1([CH:36]2[CH2:29][CH2:28][N:25]([CH2:23][C:6]3[N:7]=[C:8]([C:12]4[S:13][C:14]5[CH:22]=[CH:21][CH:20]=[CH:19][C:15]=5[C:16](=[O:18])[N:17]=4)[CH:9]=[CH:10][CH:11]=3)[CH2:26][CH2:27]2)[CH:35]=[CH:34][CH:33]=[CH:32][CH:31]=1. (10) Given the reactants [F:1][C:2]1[C:7]([CH:8]([OH:20])[C:9]2[C:17]3[C:16]([O:18][CH3:19])=[N:15][CH:14]=[N:13][C:12]=3[NH:11][CH:10]=2)=[C:6]([F:21])[CH:5]=[CH:4][C:3]=1[NH:22][S:23]([CH2:26][CH2:27][CH3:28])(=[O:25])=[O:24].C(=O)(O)[O-].[Na+].CC(OI1(OC(C)=O)(OC(C)=O)OC(=O)C2C=CC=CC1=2)=O.S([O-])([O-])(=O)=S.[Na+].[Na+], predict the reaction product. The product is: [F:1][C:2]1[C:7]([C:8]([C:9]2[C:17]3[C:16]([O:18][CH3:19])=[N:15][CH:14]=[N:13][C:12]=3[NH:11][CH:10]=2)=[O:20])=[C:6]([F:21])[CH:5]=[CH:4][C:3]=1[NH:22][S:23]([CH2:26][CH2:27][CH3:28])(=[O:25])=[O:24].